Dataset: Peptide-MHC class I binding affinity with 185,985 pairs from IEDB/IMGT. Task: Regression. Given a peptide amino acid sequence and an MHC pseudo amino acid sequence, predict their binding affinity value. This is MHC class I binding data. (1) The peptide sequence is KMSEYKGPV. The MHC is HLA-A31:01 with pseudo-sequence HLA-A31:01. The binding affinity (normalized) is 0.294. (2) The peptide sequence is HPRARSMSS. The MHC is HLA-B35:01 with pseudo-sequence HLA-B35:01. The binding affinity (normalized) is 0.179. (3) The peptide sequence is KSYEHQTPF. The MHC is HLA-A11:01 with pseudo-sequence HLA-A11:01. The binding affinity (normalized) is 0.437. (4) The peptide sequence is SLREWLLRI. The MHC is HLA-A68:01 with pseudo-sequence HLA-A68:01. The binding affinity (normalized) is 0. (5) The peptide sequence is KLWTSISCA. The MHC is HLA-B15:01 with pseudo-sequence HLA-B15:01. The binding affinity (normalized) is 0.0847. (6) The peptide sequence is REVLNVRYM. The MHC is HLA-B48:01 with pseudo-sequence HLA-B48:01. The binding affinity (normalized) is 0.0847. (7) The peptide sequence is KSFFWFNEV. The MHC is H-2-Kb with pseudo-sequence H-2-Kb. The binding affinity (normalized) is 0.684.